This data is from Forward reaction prediction with 1.9M reactions from USPTO patents (1976-2016). The task is: Predict the product of the given reaction. (1) The product is: [Br:1][C:12]1[C:13](=[O:15])[S:14]/[C:10](=[CH:3]\[C:4]2[CH:9]=[CH:8][CH:7]=[CH:6][CH:5]=2)/[CH:11]=1. Given the reactants [Br:1]Br.[CH:3](=[C:10]1/[CH:11]=[CH:12][C:13](=[O:15])[S:14]/1)\[C:4]1[CH:9]=[CH:8][CH:7]=[CH:6][CH:5]=1, predict the reaction product. (2) Given the reactants [CH3:1][O:2][C:3]1([O:10][CH3:11])[CH2:8][CH2:7][O:6][CH2:5][C:4]1=[O:9].[B].B1(C)OC(C2C=CC=CC=2)(C2C=CC=CC=2)[C@H]2N1CCC2, predict the reaction product. The product is: [CH3:1][O:2][C:3]1([O:10][CH3:11])[CH2:8][CH2:7][O:6][CH2:5][C@H:4]1[OH:9]. (3) Given the reactants C1(C=CC=C(O)C=1)[OH:2].[Br:9][CH2:10][CH2:11][CH2:12][CH2:13][CH2:14][CH2:15][CH2:16][CH2:17][CH2:18][CH2:19][O:20][C:21]1[CH:28]=[CH:27][C:24]([CH:25]=[O:26])=[CH:23][CH:22]=1.[O-]Cl=O.[Na+], predict the reaction product. The product is: [Br:9][CH2:10][CH2:11][CH2:12][CH2:13][CH2:14][CH2:15][CH2:16][CH2:17][CH2:18][CH2:19][O:20][C:21]1[CH:22]=[CH:23][C:24]([C:25]([OH:2])=[O:26])=[CH:27][CH:28]=1. (4) Given the reactants [CH3:1][C:2]1([CH3:19])[C:6]([CH3:8])([CH3:7])[O:5][B:4]([C:9]2[CH:14]=[CH:13][C:12]([CH2:15][C:16]([OH:18])=O)=[CH:11][CH:10]=2)[O:3]1.[NH:20]1[CH2:25][CH2:24][O:23][CH2:22][CH2:21]1, predict the reaction product. The product is: [CH3:1][C:2]1([CH3:19])[C:6]([CH3:8])([CH3:7])[O:5][B:4]([C:9]2[CH:10]=[CH:11][C:12]([CH2:15][C:16]([N:20]3[CH2:25][CH2:24][O:23][CH2:22][CH2:21]3)=[O:18])=[CH:13][CH:14]=2)[O:3]1. (5) Given the reactants [CH:1]1([CH:7]([OH:26])[C:8]2([C:23]([OH:25])=[O:24])[C:12](O)([CH3:13])[CH:11]([CH:15]([OH:21])[CH2:16][CH2:17][CH2:18][CH2:19][CH3:20])[C:10](=[O:22])[NH:9]2)[CH2:6][CH2:5][CH2:4][CH:3]=[CH:2]1.C(N(CC)CC)C.C1N(P(Cl)(N2C(=O)OCC2)=O)C(=O)OC1.C(=O)([O-])O.[Na+], predict the reaction product. The product is: [CH:1]1([CH:7]([OH:26])[C:8]23[C:23](=[O:24])[O:25][C:12]2([CH3:13])[CH:11]([CH:15]([OH:21])[CH2:16][CH2:17][CH2:18][CH2:19][CH3:20])[C:10](=[O:22])[NH:9]3)[CH2:6][CH2:5][CH2:4][CH:3]=[CH:2]1. (6) Given the reactants [H-].[Na+].[CH3:3][CH:4]1[CH2:9][CH2:8][N:7]([C:10]([C:12]2[CH:20]=[CH:19][C:18]3[NH:17][C:16]4[CH2:21][CH2:22][N:23]([C:25]([O:27][C:28]([CH3:31])([CH3:30])[CH3:29])=[O:26])[CH2:24][C:15]=4[C:14]=3[CH:13]=2)=[O:11])[CH2:6][CH2:5]1.[CH3:32]I, predict the reaction product. The product is: [CH3:32][N:17]1[C:18]2[CH:19]=[CH:20][C:12]([C:10]([N:7]3[CH2:8][CH2:9][CH:4]([CH3:3])[CH2:5][CH2:6]3)=[O:11])=[CH:13][C:14]=2[C:15]2[CH2:24][N:23]([C:25]([O:27][C:28]([CH3:30])([CH3:29])[CH3:31])=[O:26])[CH2:22][CH2:21][C:16]1=2. (7) Given the reactants Cl[C:2]1[N:7]2[N:8]=[CH:9][C:10]([C:11]([O:13][CH2:14][CH3:15])=[O:12])=[C:6]2[N:5]=[CH:4][C:3]=1[C:16]([N:18]1[CH2:23][CH2:22][CH:21]([C:24]2[CH:29]=[CH:28][CH:27]=[CH:26][CH:25]=2)[CH2:20][CH2:19]1)=[O:17].[NH2:30][C:31]1[CH:39]=[CH:38][CH:37]=[C:36]2[C:32]=1[CH:33]=[CH:34][NH:35]2, predict the reaction product. The product is: [CH2:14]([O:13][C:11]([C:10]1[CH:9]=[N:8][N:7]2[C:2]([NH:30][C:31]3[CH:39]=[CH:38][CH:37]=[C:36]4[C:32]=3[CH:33]=[CH:34][NH:35]4)=[C:3]([C:16]([N:18]3[CH2:23][CH2:22][CH:21]([C:24]4[CH:29]=[CH:28][CH:27]=[CH:26][CH:25]=4)[CH2:20][CH2:19]3)=[O:17])[CH:4]=[N:5][C:6]=12)=[O:12])[CH3:15]. (8) Given the reactants [CH3:1][O:2][C:3]1[CH:4]=[C:5]([O:21][C:22]2[CH:27]=[CH:26][C:25]([S:28]([CH3:31])(=[O:30])=[O:29])=[CH:24][N:23]=2)[CH:6]=[C:7]2[C:11]=1[NH:10][C:9]([C:12]1[S:13][CH:14]([CH2:17][C:18]([OH:20])=O)[CH2:15][N:16]=1)=[CH:8]2.O[N:33]1[C:37]2C=CC=CC=2N=N1.[Cl-].C[NH3+].C(N(CC)CC)C, predict the reaction product. The product is: [CH3:1][O:2][C:3]1[CH:4]=[C:5]([O:21][C:22]2[CH:27]=[CH:26][C:25]([S:28]([CH3:31])(=[O:29])=[O:30])=[CH:24][N:23]=2)[CH:6]=[C:7]2[C:11]=1[NH:10][C:9]([C:12]1[S:13][CH:14]([CH2:17][C:18]([NH:33][CH3:37])=[O:20])[CH2:15][N:16]=1)=[CH:8]2.